This data is from NCI-60 drug combinations with 297,098 pairs across 59 cell lines. The task is: Regression. Given two drug SMILES strings and cell line genomic features, predict the synergy score measuring deviation from expected non-interaction effect. Drug 1: CC(CN1CC(=O)NC(=O)C1)N2CC(=O)NC(=O)C2. Drug 2: C#CCC(CC1=CN=C2C(=N1)C(=NC(=N2)N)N)C3=CC=C(C=C3)C(=O)NC(CCC(=O)O)C(=O)O. Cell line: SNB-75. Synergy scores: CSS=-4.38, Synergy_ZIP=-1.03, Synergy_Bliss=-5.56, Synergy_Loewe=-6.13, Synergy_HSA=-5.75.